From a dataset of Forward reaction prediction with 1.9M reactions from USPTO patents (1976-2016). Predict the product of the given reaction. (1) Given the reactants [Br-].[Br-].[Br-].C1([N+](C)(C)C)C=CC=CC=1.C1([N+](C)(C)C)C=CC=CC=1.C1([N+](C)(C)C)C=CC=CC=1.[F:34][C:35]([F:50])([F:49])[C:36]1[CH:37]=[C:38]([C:46](=O)[CH3:47])[CH:39]=[C:40]([C:42]([F:45])([F:44])[F:43])[CH:41]=1.S([O-])([O-])(=O)=O.[Na+].[Na+].[NH2:58][C:59]([NH2:61])=[S:60].C(=O)([O-])O.[Na+], predict the reaction product. The product is: [NH2:61][C:59]1[S:60][CH:47]=[C:46]([C:38]2[CH:37]=[C:36]([C:35]([F:50])([F:49])[F:34])[CH:41]=[C:40]([C:42]([F:45])([F:44])[F:43])[CH:39]=2)[N:58]=1. (2) The product is: [C:1]([O:5][C:6](=[O:7])[NH:8][CH2:9][C:10]1[C:15]([CH2:16][C:17]([CH3:18])([CH3:20])[CH3:19])=[N:14][C:13]([CH2:21][CH3:22])=[C:12]([CH2:23][C:24]([NH:42][C:41]2[CH:43]=[CH:44][CH:45]=[C:39]([S:36]([CH3:35])(=[O:38])=[O:37])[CH:40]=2)=[O:26])[C:11]=1[C:27]1[CH:32]=[CH:31][C:30]([CH3:33])=[CH:29][CH:28]=1)([CH3:3])([CH3:4])[CH3:2]. Given the reactants [C:1]([O:5][C:6]([NH:8][CH2:9][C:10]1[C:11]([C:27]2[CH:32]=[CH:31][C:30]([CH3:33])=[CH:29][CH:28]=2)=[C:12]([CH2:23][C:24]([OH:26])=O)[C:13]([CH2:21][CH3:22])=[N:14][C:15]=1[CH2:16][C:17]([CH3:20])([CH3:19])[CH3:18])=[O:7])([CH3:4])([CH3:3])[CH3:2].Cl.[CH3:35][S:36]([C:39]1[CH:40]=[C:41]([CH:43]=[CH:44][CH:45]=1)[NH2:42])(=[O:38])=[O:37].C(N(CC)C(C)C)(C)C.F[P-](F)(F)(F)(F)F.N1(OC(N(C)C)=[N+](C)C)C2N=CC=CC=2N=N1, predict the reaction product. (3) Given the reactants [CH2:1]([O:8][C:9]([NH:11][C:12]1[C:13]([C:29](O)=[O:30])=[N:14][C:15]2[C:20]([CH:21]=1)=[CH:19][CH:18]=[C:17]([N:22]1[CH2:27][CH2:26][O:25][CH2:24][C:23]1=[O:28])[CH:16]=2)=[O:10])[C:2]1[CH:7]=[CH:6][CH:5]=[CH:4][CH:3]=1.[NH2:32][C:33]1[CH:34]=[N:35][CH:36]=[CH:37][C:38]=1[N:39]1[CH2:44][C@H:43]([CH3:45])[CH2:42][C@H:41]([NH:46]C(=O)OC(C)(C)C)[CH2:40]1.CN(C(ON1N=NC2C=CC=NC1=2)=[N+](C)C)C.F[P-](F)(F)(F)(F)F.CCN(C(C)C)C(C)C, predict the reaction product. The product is: [NH2:46][C@H:41]1[CH2:42][C@@H:43]([CH3:45])[CH2:44][N:39]([C:38]2[CH:37]=[CH:36][N:35]=[CH:34][C:33]=2[NH:32][C:29]([C:13]2[C:12]([NH:11][C:9](=[O:10])[O:8][CH2:1][C:2]3[CH:3]=[CH:4][CH:5]=[CH:6][CH:7]=3)=[CH:21][C:20]3[C:15](=[CH:16][C:17]([N:22]4[CH2:27][CH2:26][O:25][CH2:24][C:23]4=[O:28])=[CH:18][CH:19]=3)[N:14]=2)=[O:30])[CH2:40]1. (4) Given the reactants O[C:2]([C:5]1[N:6]=[C:7]([CH2:39][CH2:40][CH3:41])[N:8]([CH2:21][C:22]2[CH:27]=[CH:26][C:25]([C:28]3[CH:33]=[CH:32][CH:31]=[CH:30][C:29]=3[C:34]3[NH:38][N:37]=[N:36][N:35]=3)=[CH:24][CH:23]=2)[C:9]=1[C:10]([O:12][CH2:13][C:14]1[O:15][C:16](=[O:20])[O:17][C:18]=1[CH3:19])=[O:11])([CH3:4])[CH3:3].CN(C)C(=O)C.S(=O)(=O)(O)O.[OH-].[Na+], predict the reaction product. The product is: [C:2]([C:5]1[N:6]=[C:7]([CH2:39][CH2:40][CH3:41])[N:8]([CH2:21][C:22]2[CH:27]=[CH:26][C:25]([C:28]3[CH:33]=[CH:32][CH:31]=[CH:30][C:29]=3[C:34]3[NH:38][N:37]=[N:36][N:35]=3)=[CH:24][CH:23]=2)[C:9]=1[C:10]([O:12][CH2:13][C:14]1[O:15][C:16](=[O:20])[O:17][C:18]=1[CH3:19])=[O:11])([CH3:4])=[CH2:3].